Dataset: Forward reaction prediction with 1.9M reactions from USPTO patents (1976-2016). Task: Predict the product of the given reaction. Given the reactants [NH2:1][C:2]1[O:6][N:5]=[C:4]([C:7]2[CH:12]=[CH:11][CH:10]=[CH:9][C:8]=2[F:13])[C:3]=1[C:14]([OH:16])=O.Cl.C(N=C=NCCCN(C)C)C.[F:29][C:30]1[CH:35]=[CH:34][C:33]([N:36]2[CH2:41][CH2:40][NH:39][CH2:38][CH2:37]2)=[CH:32][CH:31]=1, predict the reaction product. The product is: [NH2:1][C:2]1[O:6][N:5]=[C:4]([C:7]2[CH:12]=[CH:11][CH:10]=[CH:9][C:8]=2[F:13])[C:3]=1[C:14]([N:39]1[CH2:38][CH2:37][N:36]([C:33]2[CH:32]=[CH:31][C:30]([F:29])=[CH:35][CH:34]=2)[CH2:41][CH2:40]1)=[O:16].